From a dataset of Experimentally validated miRNA-target interactions with 360,000+ pairs, plus equal number of negative samples. Binary Classification. Given a miRNA mature sequence and a target amino acid sequence, predict their likelihood of interaction. (1) The miRNA is hsa-miR-548d-5p with sequence AAAAGUAAUUGUGGUUUUUGCC. The protein sequence of the target gene is MSRKQNQKDSSGFIFDLQSNTVLAQGGAFENMKEKINAVRAIVPNKSNNEIILVLQHFDNCVDKTVQAFMEGSASEVLKEWTVTGKKKNKKKKNKPKPAAEPSNGIPDSSKSVSIQEEQSAPSSEKGGMNGYHVNGAINDTESVDSLSEGLETLSIDARELEDPESAMLDTLDRTGSMLQNGVSDFETKSLTMHSIHNSQQPRNAAKSLSRPTTETQFSNMGMEDVPLATSKKLSSNIEKSVKDLQRCTVSLARYRVVVKEEMDASIKKMKQAFAELESCLMDREVALLAEMDKVKAEAM.... Result: 0 (no interaction). (2) The miRNA is mmu-miR-3470b with sequence UCACUCUGUAGACCAGGCUGG. The protein sequence of the target gene is MGPASPAARGLSRRPGQPPLPLLLPLLLLLLRAQPAIGSLAGGSPGAAEAPGSAQVAGLCGRLTLHRDLRTGRWEPDPQRSRRCLRDPQRVLEYCRQMYPELQIARVEQATQAIPMERWCGGSRSGSCAHPHHQVVPFRCLPGEFVSEALLVPEGCRFLHQERMDQCESSTRRHQEAQEACSSQGLILHGSGMLLPCGSDRFRGVEYVCCPPPGTPDPSGTAVGDPSTRSWPPGSRVEGAEDEEEEESFPQPVDDYFVEPPQAEEEEETVPPPSSHTLAVVGKVTPTPRPTDGVDIYFGM.... Result: 0 (no interaction). (3) The miRNA is hsa-miR-5195-3p with sequence AUCCAGUUCUCUGAGGGGGCU. The protein sequence of the target gene is MAQRYDELPHYGGMDGVGVPASMYGDPHAPRPIPPVHHLNHGPPLHATQHYGAHAPHPNVMPASMGSAVNDALKRDKDAIYGHPLFPLLALVFEKCELATCTPREPGVAGGDVCSSDSFNEDIAVFAKQVRAEKPLFSSNPELDNLMIQAIQVLRFHLLELEKVHELCDNFCHRYISCLKGKMPIDLVIDERDGSSKSDHEELSGSSTNLADHNPSSWRDHDDATSTHSAGTPGPSSGGHASQSGDNSSEQGDGLDNSVASPGTGDDDDPDKDKKRQKKRGIFPKVATNIMRAWLFQHLT.... Result: 0 (no interaction). (4) The miRNA is hsa-miR-383-3p with sequence ACAGCACUGCCUGGUCAGA. The protein sequence of the target gene is MSARAAAAKSTAMEETAIWEQHTVTLHRAPGFGFGIAISGGRDNPHFQSGETSIVISDVLKGGPAEGQLQENDRVAMVNGVSMDNVEHAFAVQQLRKSGKNAKITIRRKKKVQIPVSRPDPEPVSDNEEDSYDEEIHDPRSGRSGVVNRRSEKIWPRDRSASRERSLSPRSDRRSVASSQPAKPTKVTLVKSRKNEEYGLRLASHIFVKEISQDSLAARDGNIQEGDVVLKINGTVTENMSLTDAKTLIERSKGKLKMVVQRDERATLLNVPDLSDSIHSANASERDDISEIQSLASDHS.... Result: 1 (interaction).